From a dataset of Full USPTO retrosynthesis dataset with 1.9M reactions from patents (1976-2016). Predict the reactants needed to synthesize the given product. (1) Given the product [CH2:13]([O:12][CH:11]([O:15][CH2:16][CH3:17])[CH2:10][O:8][C:3]1[CH:4]=[CH:5][CH:6]=[CH:7][C:2]=1[F:1])[CH3:14], predict the reactants needed to synthesize it. The reactants are: [F:1][C:2]1[CH:7]=[CH:6][CH:5]=[CH:4][C:3]=1[OH:8].Br[CH2:10][CH:11]([O:15][CH2:16][CH3:17])[O:12][CH2:13][CH3:14].C([O-])([O-])=O.[K+].[K+]. (2) Given the product [F:1][C:2]1[CH:3]=[CH:4][C:5]([C:8]2[C:16]3[C:11](=[CH:12][CH:13]=[C:14]([NH:17][C:21](=[O:22])[CH2:20][C:19](=[O:23])[CH3:18])[CH:15]=3)[NH:10][N:9]=2)=[CH:6][CH:7]=1, predict the reactants needed to synthesize it. The reactants are: [F:1][C:2]1[CH:7]=[CH:6][C:5]([C:8]2[C:16]3[C:11](=[CH:12][CH:13]=[C:14]([NH2:17])[CH:15]=3)[NH:10][N:9]=2)=[CH:4][CH:3]=1.[CH2:18]=[C:19]1[O:23][C:21](=[O:22])[CH2:20]1. (3) The reactants are: [C:1]([C:3]1[CH:4]=[CH:5][C:6](F)=[C:7]([CH:20]=1)[C:8]([NH:10][CH2:11][C:12]1[CH:17]=[CH:16][C:15]([F:18])=[C:14]([F:19])[CH:13]=1)=[O:9])#[N:2].[NH2:22][CH2:23][C:24]1[S:28][C:27]([C:29]2[CH:30]=[C:31]3[C:36](=[CH:37][CH:38]=2)[N:35]=[CH:34][N:33]=[C:32]3[NH2:39])=[CH:26][CH:25]=1.CS(C)=O.C(N(CC)CC)C. Given the product [NH2:39][C:32]1[C:31]2[C:36](=[CH:37][CH:38]=[C:29]([C:27]3[S:28][C:24]([CH2:23][NH:22][C:6]4[CH:5]=[CH:4][C:3]([C:1]#[N:2])=[CH:20][C:7]=4[C:8]([NH:10][CH2:11][C:12]4[CH:17]=[CH:16][C:15]([F:18])=[C:14]([F:19])[CH:13]=4)=[O:9])=[CH:25][CH:26]=3)[CH:30]=2)[N:35]=[CH:34][N:33]=1, predict the reactants needed to synthesize it. (4) Given the product [CH2:19]([N:1]1[C:5]2[CH:6]=[CH:7][CH:8]=[CH:9][C:4]=2[N:3]=[C:2]1[CH2:10][CH2:11][C:12]([O:14][CH2:15][CH3:16])=[O:13])[C:20]1[CH:25]=[CH:24][CH:23]=[CH:22][CH:21]=1, predict the reactants needed to synthesize it. The reactants are: [NH:1]1[C:5]2[CH:6]=[CH:7][CH:8]=[CH:9][C:4]=2[N:3]=[C:2]1[CH2:10][CH2:11][C:12]([O:14][CH2:15][CH3:16])=[O:13].[H-].[Na+].[CH2:19](Br)[C:20]1[CH:25]=[CH:24][CH:23]=[CH:22][CH:21]=1. (5) Given the product [CH2:23]([O:25][C:26](=[O:46])[CH2:27][C:28]1([C:31]2[CH:36]=[CH:35][C:34]([C:2]3[CH:7]=[CH:6][C:5]([C:8]4[O:12][N:11]=[C:10]([CH3:13])[C:9]=4[NH:14][CH:15]([CH3:22])[CH2:16][CH2:17][CH:18]=[C:19]([CH3:21])[CH3:20])=[CH:4][CH:3]=3)=[CH:33][CH:32]=2)[CH2:30][CH2:29]1)[CH3:24], predict the reactants needed to synthesize it. The reactants are: Br[C:2]1[CH:7]=[CH:6][C:5]([C:8]2[O:12][N:11]=[C:10]([CH3:13])[C:9]=2[NH:14][CH:15]([CH3:22])[CH2:16][CH2:17][CH:18]=[C:19]([CH3:21])[CH3:20])=[CH:4][CH:3]=1.[CH2:23]([O:25][C:26](=[O:46])[CH2:27][C:28]1([C:31]2[CH:36]=[CH:35][C:34](B3OC(C)(C)C(C)(C)O3)=[CH:33][CH:32]=2)[CH2:30][CH2:29]1)[CH3:24]. (6) Given the product [Br:9][C:10]1[CH:18]=[C:17]2[C:13]([CH:14]=[N:15][N:16]2[S:19]([C:22]2[CH:27]=[CH:26][C:25]([CH3:28])=[CH:24][CH:23]=2)(=[O:21])=[O:20])=[C:12]([NH:29][C:30]([C:32]2[N:33]=[C:34]([CH2:37][N:4]3[CH2:5][C@H:6]([CH3:8])[O:7][C@H:2]([CH3:1])[CH2:3]3)[S:35][CH:36]=2)=[O:31])[CH:11]=1, predict the reactants needed to synthesize it. The reactants are: [CH3:1][C@H:2]1[O:7][C@@H:6]([CH3:8])[CH2:5][NH:4][CH2:3]1.[Br:9][C:10]1[CH:18]=[C:17]2[C:13]([CH:14]=[N:15][N:16]2[S:19]([C:22]2[CH:27]=[CH:26][C:25]([CH3:28])=[CH:24][CH:23]=2)(=[O:21])=[O:20])=[C:12]([NH:29][C:30]([C:32]2[N:33]=[C:34]([CH2:37]Cl)[S:35][CH:36]=2)=[O:31])[CH:11]=1. (7) Given the product [N:38]1([O:21][C:20]([C:18]2[CH:17]=[CH:16][C:13]3[N:14]([CH3:15])[C:10]([NH:9][C:3]4[C:4]([Cl:8])=[CH:5][CH:6]=[CH:7][C:2]=4[Cl:1])=[N:11][C:12]=3[CH:19]=2)=[O:22])[C:33]2[CH:34]=[CH:35][CH:36]=[CH:37][C:32]=2[N:31]=[N:39]1, predict the reactants needed to synthesize it. The reactants are: [Cl:1][C:2]1[CH:7]=[CH:6][CH:5]=[C:4]([Cl:8])[C:3]=1[NH:9][C:10]1[N:14]([CH3:15])[C:13]2[CH:16]=[CH:17][C:18]([C:20]([OH:22])=[O:21])=[CH:19][C:12]=2[N:11]=1.CN(C(O[N:31]1[N:39]=[N:38][C:33]2[CH:34]=[CH:35][CH:36]=[CH:37][C:32]1=2)=[N+](C)C)C.[B-](F)(F)(F)F.